Dataset: Full USPTO retrosynthesis dataset with 1.9M reactions from patents (1976-2016). Task: Predict the reactants needed to synthesize the given product. (1) The reactants are: [Cl:1][C:2]1[CH:7]=[CH:6][C:5]([N:8]=[C:9]=[O:10])=[CH:4][CH:3]=1.[CH2:11]([NH:18][C:19]([C:21]1[S:25][C:24]([NH2:26])=[N:23][C:22]=1[CH3:27])=[O:20])[C:12]1[CH:17]=[CH:16][CH:15]=[CH:14][CH:13]=1. Given the product [CH2:11]([NH:18][C:19]([C:21]1[S:25][C:24]([NH:26][C:9]([NH:8][C:5]2[CH:6]=[CH:7][C:2]([Cl:1])=[CH:3][CH:4]=2)=[O:10])=[N:23][C:22]=1[CH3:27])=[O:20])[C:12]1[CH:17]=[CH:16][CH:15]=[CH:14][CH:13]=1, predict the reactants needed to synthesize it. (2) Given the product [Br:48][C:49]1[N:50]=[C:51]([C:58]([F:60])([F:59])[F:61])[N:52]2[CH2:57][CH2:56][N:55]([C:4]([C:3]3[CH:7]=[C:8]([CH2:11][C:12]4[C:21]5[C:16](=[CH:17][CH:18]=[CH:19][CH:20]=5)[C:15](=[O:22])[NH:14][N:13]=4)[CH:9]=[CH:10][C:2]=3[F:1])=[O:5])[CH2:54][C:53]=12, predict the reactants needed to synthesize it. The reactants are: [F:1][C:2]1[CH:10]=[CH:9][C:8]([CH2:11][C:12]2[C:21]3[C:16](=[CH:17][CH:18]=[CH:19][CH:20]=3)[C:15](=[O:22])[NH:14][N:13]=2)=[CH:7][C:3]=1[C:4](O)=[O:5].F[P-](F)(F)(F)(F)F.N1(OC(N(C)C)=[N+](C)C)C2C=CC=CC=2N=N1.Cl.[Br:48][C:49]1[N:50]=[C:51]([C:58]([F:61])([F:60])[F:59])[N:52]2[CH2:57][CH2:56][NH:55][CH2:54][C:53]=12.C(N(CC)C(C)C)(C)C. (3) Given the product [F:1][C:2]1[CH:3]=[C:4]([CH:5]=[C:6]([F:9])[C:7]=1[F:8])[C:12]#[N:13], predict the reactants needed to synthesize it. The reactants are: [F:1][C:2]1[CH:3]=[C:4](Br)[CH:5]=[C:6]([F:9])[C:7]=1[F:8].[Cu](C#N)[C:12]#[N:13].N. (4) The reactants are: C1N2CN3CN(C2)CN1C3.[F:11][C:12]([F:21])([F:20])[C:13]1[CH:18]=[CH:17][C:16]([OH:19])=[CH:15][CH:14]=1.FC(F)(F)[C:24](O)=[O:25].S(=O)(=O)(O)O. Given the product [OH:19][C:16]1[CH:15]=[CH:14][C:13]([C:12]([F:20])([F:21])[F:11])=[CH:18][C:17]=1[CH:24]=[O:25], predict the reactants needed to synthesize it. (5) Given the product [ClH:21].[CH:18]1([C:13]2[CH:12]=[CH:11][C:10]3[CH2:9][NH:8][CH2:17][CH2:16][C:15]=3[N:14]=2)[CH2:20][CH2:19]1, predict the reactants needed to synthesize it. The reactants are: C([N:8]1[CH2:17][CH2:16][C:15]2[N:14]=[C:13]([CH:18]3[CH2:20][CH2:19]3)[CH:12]=[CH:11][C:10]=2[CH2:9]1)C1C=CC=CC=1.[Cl:21]C(OC(Cl)C)=O.